This data is from Merck oncology drug combination screen with 23,052 pairs across 39 cell lines. The task is: Regression. Given two drug SMILES strings and cell line genomic features, predict the synergy score measuring deviation from expected non-interaction effect. (1) Drug 1: N#Cc1ccc(Cn2cncc2CN2CCN(c3cccc(Cl)c3)C(=O)C2)cc1. Drug 2: NC1(c2ccc(-c3nc4ccn5c(=O)[nH]nc5c4cc3-c3ccccc3)cc2)CCC1. Cell line: UACC62. Synergy scores: synergy=21.6. (2) Drug 1: COc1cccc2c1C(=O)c1c(O)c3c(c(O)c1C2=O)CC(O)(C(=O)CO)CC3OC1CC(N)C(O)C(C)O1. Drug 2: O=C(NOCC(O)CO)c1ccc(F)c(F)c1Nc1ccc(I)cc1F. Cell line: T47D. Synergy scores: synergy=11.8. (3) Drug 1: Nc1ccn(C2OC(CO)C(O)C2(F)F)c(=O)n1. Drug 2: Cn1cc(-c2cnn3c(N)c(Br)c(C4CCCNC4)nc23)cn1. Cell line: NCIH2122. Synergy scores: synergy=32.2.